Task: Predict the product of the given reaction.. Dataset: Forward reaction prediction with 1.9M reactions from USPTO patents (1976-2016) (1) The product is: [CH3:1][O:2][C:3]1[CH:8]=[CH:7][CH:6]=[CH:5][C:4]=1[CH:9]1[CH2:13][CH2:12][CH:11]([C:15]([O:16][CH3:17])=[O:18])[C:10]1=[O:14]. Given the reactants [CH3:1][O:2][C:3]1[CH:8]=[CH:7][CH:6]=[CH:5][C:4]=1[CH:9]1[CH2:13][CH2:12][CH2:11][C:10]1=[O:14].[C:15](=O)([O:18]C)[O:16][CH3:17].[H-].[Na+].Cl, predict the reaction product. (2) Given the reactants C(=O)([O-])[O-].[K+].[K+].[CH2:7]([OH:10])[CH2:8][OH:9].[Cl:11][C:12]1[N:17]=[C:16](S(C)(=O)=O)[CH:15]=[CH:14][N:13]=1, predict the reaction product. The product is: [Cl:11][C:12]1[N:17]=[C:16]([O:9][CH2:8][CH2:7][OH:10])[CH:15]=[CH:14][N:13]=1. (3) Given the reactants C([O:3][C:4](=[O:21])[CH2:5][CH2:6][C@@H:7]1[CH2:11][C:10]([F:13])([F:12])[CH2:9][N:8]1[C:14]([O:16][C:17]([CH3:20])([CH3:19])[CH3:18])=[O:15])C.O[Li].O.O, predict the reaction product. The product is: [C:17]([O:16][C:14]([N:8]1[CH2:9][C:10]([F:12])([F:13])[CH2:11][C@H:7]1[CH2:6][CH2:5][C:4]([OH:21])=[O:3])=[O:15])([CH3:20])([CH3:18])[CH3:19]. (4) Given the reactants F[C:2]1[CH:7]=[CH:6][C:5]([N+:8]([O-:10])=[O:9])=[C:4]([CH3:11])[N:3]=1.[NH:12]1[CH2:17][CH2:16][O:15][CH2:14][CH2:13]1.C(=O)([O-])[O-].[K+].[K+], predict the reaction product. The product is: [CH3:11][C:4]1[N:3]=[C:2]([N:12]2[CH2:17][CH2:16][O:15][CH2:14][CH2:13]2)[CH:7]=[CH:6][C:5]=1[N+:8]([O-:10])=[O:9]. (5) Given the reactants [Br:1][C:2]1[CH:7]=[CH:6][CH:5]=[CH:4][C:3]=1[CH:8]=[CH:9][C:10]1[CH:15]=[CH:14][C:13]([Br:16])=[CH:12][CH:11]=1, predict the reaction product. The product is: [Br:1][C:2]1[C:3]2[CH:8]=[CH:9][C:10]3[C:11](=[CH:12][C:13]([Br:16])=[CH:14][CH:15]=3)[C:4]=2[CH:5]=[CH:6][CH:7]=1.